Dataset: Full USPTO retrosynthesis dataset with 1.9M reactions from patents (1976-2016). Task: Predict the reactants needed to synthesize the given product. Given the product [NH2:14][C:13]1[O:16][C:17]2[C:25]([CH:9]([C:7]3[S:8][C:4]([N+:1]([O-:3])=[O:2])=[CH:5][CH:6]=3)[C:12]=1[C:11]#[N:15])=[CH:24][CH:23]=[C:22]1[N:21]([CH3:26])[CH:20]=[CH:19][C:18]=21, predict the reactants needed to synthesize it. The reactants are: [N+:1]([C:4]1[S:8][C:7]([CH:9]=O)=[CH:6][CH:5]=1)([O-:3])=[O:2].[C:11](#[N:15])[CH2:12][C:13]#[N:14].[OH:16][C:17]1[CH:25]=[CH:24][CH:23]=[C:22]2[C:18]=1[CH:19]=[CH:20][N:21]2[CH3:26].